From a dataset of Reaction yield outcomes from USPTO patents with 853,638 reactions. Predict the reaction yield, written as a fraction of the theoretical maximum amount of product (1.0 means a 100% yield; for example, 0.34 means a 34% yield). (1) The reactants are [Cl:1][C:2]1[CH:7]=[CH:6][CH:5]=[CH:4][C:3]=1[OH:8].[H-].[Na+].Br.Br[C:13]1[S:17][C:16]([NH2:18])=[N:15][CH:14]=1.CCOCC. The catalyst is CN(C)C=O.C1COCC1. The product is [Cl:1][C:2]1[CH:7]=[CH:6][CH:5]=[CH:4][C:3]=1[O:8][C:13]1[S:17][C:16]([NH2:18])=[N:15][CH:14]=1. The yield is 0.190. (2) The reactants are [F:1][C:2]1[CH:10]=[CH:9][C:8]([CH2:11][C:12]2[C:21]3[C:16](=[CH:17][CH:18]=[CH:19][CH:20]=3)[C:15](=[O:22])[NH:14][N:13]=2)=[CH:7][C:3]=1[C:4]([OH:6])=O.Cl.[CH3:24][O:25][CH2:26][CH2:27][O:28][CH:29]1[CH2:34][CH2:33][NH:32][CH2:31][CH2:30]1.C(N(CC)CC)C.F[P-](F)(F)(F)(F)F.N1(OC(N(C)C)=[N+](C)C)C2C=CC=CC=2N=N1. The catalyst is CN(C)C(=O)C.ClCCl.C(OCC)C. The product is [F:1][C:2]1[CH:10]=[CH:9][C:8]([CH2:11][C:12]2[C:21]3[C:16](=[CH:17][CH:18]=[CH:19][CH:20]=3)[C:15](=[O:22])[NH:14][N:13]=2)=[CH:7][C:3]=1[C:4]([N:32]1[CH2:33][CH2:34][CH:29]([O:28][CH2:27][CH2:26][O:25][CH3:24])[CH2:30][CH2:31]1)=[O:6]. The yield is 0.683. (3) The reactants are [Cl:1][C:2]1[CH:3]=[C:4]2[C:8](=[CH:9][CH:10]=1)[NH:7][CH:6]=[C:5]2[CH2:11][CH2:12][NH:13][C:14](=[O:22])[C:15]1[CH:20]=[CH:19][CH:18]=[C:17](I)[CH:16]=1.[Cl:23][C:24]1[CH:29]=[CH:28][C:27](B(O)O)=[CH:26][CH:25]=1.C(=O)([O-])[O-].[Na+].[Na+]. The catalyst is C(COC)OC.O.C1C=CC([P]([Pd]([P](C2C=CC=CC=2)(C2C=CC=CC=2)C2C=CC=CC=2)([P](C2C=CC=CC=2)(C2C=CC=CC=2)C2C=CC=CC=2)[P](C2C=CC=CC=2)(C2C=CC=CC=2)C2C=CC=CC=2)(C2C=CC=CC=2)C2C=CC=CC=2)=CC=1. The product is [Cl:23][C:24]1[CH:29]=[CH:28][C:27]([C:17]2[CH:18]=[CH:19][CH:20]=[C:15]([C:14]([NH:13][CH2:12][CH2:11][C:5]3[C:4]4[C:8](=[CH:9][CH:10]=[C:2]([Cl:1])[CH:3]=4)[NH:7][CH:6]=3)=[O:22])[CH:16]=2)=[CH:26][CH:25]=1. The yield is 0.450.